Dataset: Peptide-MHC class II binding affinity with 134,281 pairs from IEDB. Task: Regression. Given a peptide amino acid sequence and an MHC pseudo amino acid sequence, predict their binding affinity value. This is MHC class II binding data. (1) The peptide sequence is RVLDILVARRLLLKK. The MHC is H-2-IAb with pseudo-sequence H-2-IAb. The binding affinity (normalized) is 0. (2) The MHC is DRB1_0301 with pseudo-sequence DRB1_0301. The binding affinity (normalized) is 0.428. The peptide sequence is GLAFQEMENFLGPIA. (3) The peptide sequence is YDKFNANVSTVLTGK. The MHC is DRB1_0802 with pseudo-sequence DRB1_0802. The binding affinity (normalized) is 0.356. (4) The peptide sequence is SQDLQLSWNLNGLQAY. The MHC is DRB1_0802 with pseudo-sequence DRB1_0802. The binding affinity (normalized) is 0.363. (5) The peptide sequence is RLLVLDAVALERWPG. The MHC is DRB3_0202 with pseudo-sequence DRB3_0202. The binding affinity (normalized) is 0.448.